This data is from Full USPTO retrosynthesis dataset with 1.9M reactions from patents (1976-2016). The task is: Predict the reactants needed to synthesize the given product. (1) Given the product [NH2:1][C:4]1[CH:5]=[C:6]2[C:10](=[CH:11][CH:12]=1)[CH2:9][N:8]([C:13]([O:15][CH2:16][C:17]1[CH:18]=[CH:19][CH:20]=[CH:21][CH:22]=1)=[O:14])[CH2:7]2, predict the reactants needed to synthesize it. The reactants are: [N+:1]([C:4]1[CH:5]=[C:6]2[C:10](=[CH:11][CH:12]=1)[CH2:9][N:8]([C:13]([O:15][CH2:16][C:17]1[CH:22]=[CH:21][CH:20]=[CH:19][CH:18]=1)=[O:14])[CH2:7]2)([O-])=O.O.O.Cl[Sn]Cl.C([O-])(O)=O.[Na+]. (2) Given the product [Br:1][C:2]1[CH:7]=[CH:6][N:5]=[C:4]([C:8]([OH:9])=[O:15])[CH:3]=1, predict the reactants needed to synthesize it. The reactants are: [Br:1][C:2]1[CH:7]=[CH:6][N:5]=[C:4]([CH3:8])[CH:3]=1.[O-:9][Mn](=O)(=O)=O.[K+].[OH2:15].